This data is from Forward reaction prediction with 1.9M reactions from USPTO patents (1976-2016). The task is: Predict the product of the given reaction. The product is: [NH2:1][C:2]1[C:17]([OH:18])=[CH:16][C:15]([Cl:19])=[CH:14][C:3]=1[C:4]([NH:6][C:7]1[CH:12]=[CH:11][C:10]([Cl:13])=[CH:9][N:8]=1)=[O:5]. Given the reactants [NH2:1][C:2]1[C:17]([OH:18])=[CH:16][CH:15]=[CH:14][C:3]=1[C:4]([NH:6][C:7]1[CH:12]=[CH:11][C:10]([Cl:13])=[CH:9][N:8]=1)=[O:5].[Cl:19]N1C(=O)CCC1=O, predict the reaction product.